Dataset: Full USPTO retrosynthesis dataset with 1.9M reactions from patents (1976-2016). Task: Predict the reactants needed to synthesize the given product. (1) Given the product [F:1][C:2]1[CH:3]=[CH:4][C:5]([CH2:6][N:7]2[C:15]3[C:10](=[CH:11][CH:12]=[CH:13][CH:14]=3)[C:9]3[C:16]([C:25]4[CH:26]=[CH:27][C:28]([CH3:31])=[CH:29][CH:30]=4)=[C:17]([CH2:22][OH:23])[N:18]([CH3:21])[C:19](=[O:20])[C:8]2=3)=[CH:32][CH:33]=1, predict the reactants needed to synthesize it. The reactants are: [F:1][C:2]1[CH:33]=[CH:32][C:5]([CH2:6][N:7]2[C:15]3[C:10](=[CH:11][CH:12]=[CH:13][CH:14]=3)[C:9]3[C:16]([C:25]4[CH:30]=[CH:29][C:28]([CH3:31])=[CH:27][CH:26]=4)=[C:17]([C:22](O)=[O:23])[N:18]([CH3:21])[C:19](=[O:20])[C:8]2=3)=[CH:4][CH:3]=1.S(Cl)(Cl)=O.[BH4-].[Na+]. (2) Given the product [CH3:1][O:2][C:3]1[CH:4]=[C:5]([C:6]2[O:8][N:54]=[C:37]([C:38]3[CH:39]=[CH:40][CH:41]=[C:42]4[C:46]=3[NH:45][CH:44]=[C:43]4[CH2:47][CH2:48][C:49]([O:51][CH2:52][CH3:53])=[O:50])[N:36]=2)[CH:9]=[CH:10][C:11]=1[O:12][CH3:13], predict the reactants needed to synthesize it. The reactants are: [CH3:1][O:2][C:3]1[CH:4]=[C:5]([CH:9]=[CH:10][C:11]=1[O:12][CH3:13])[C:6]([OH:8])=O.CCN=C=NCCCN(C)C.C1C=CC2N(O)N=NC=2C=1.O[NH:36]/[C:37](=[N:54]\[H])/[C:38]1[CH:39]=[CH:40][CH:41]=[C:42]2[C:46]=1[NH:45][CH:44]=[C:43]2[CH2:47][CH2:48][C:49]([O:51][CH2:52][CH3:53])=[O:50].CCCC[N+](CCCC)(CCCC)CCCC.[F-]. (3) Given the product [CH3:15][C:16]1[N:17]([C:2]2[CH:7]=[CH:6][C:5]([N+:8]([O-:10])=[O:9])=[CH:4][C:3]=2[C:11]([F:14])([F:13])[F:12])[CH:18]=[CH:19][N:20]=1, predict the reactants needed to synthesize it. The reactants are: Br[C:2]1[CH:7]=[CH:6][C:5]([N+:8]([O-:10])=[O:9])=[CH:4][C:3]=1[C:11]([F:14])([F:13])[F:12].[CH3:15][C:16]1[NH:17][CH:18]=[CH:19][N:20]=1.